Dataset: Forward reaction prediction with 1.9M reactions from USPTO patents (1976-2016). Task: Predict the product of the given reaction. (1) Given the reactants [CH3:1][N:2]=[C:3]=[O:4].[Cl:5][C:6]1[C:7]([F:32])=[C:8]([CH:29]=[CH:30][CH:31]=1)[NH:9][C:10]1[C:19]2[C:14](=[CH:15][C:16]([O:27][CH3:28])=[C:17]([O:20][CH:21]3[CH2:26][CH2:25][NH:24][CH2:23][CH2:22]3)[CH:18]=2)[N:13]=[CH:12][N:11]=1, predict the reaction product. The product is: [Cl:5][C:6]1[C:7]([F:32])=[C:8]([CH:29]=[CH:30][CH:31]=1)[NH:9][C:10]1[C:19]2[C:14](=[CH:15][C:16]([O:27][CH3:28])=[C:17]([O:20][CH:21]3[CH2:26][CH2:25][N:24]([C:3](=[O:4])[NH:2][CH3:1])[CH2:23][CH2:22]3)[CH:18]=2)[N:13]=[CH:12][N:11]=1. (2) The product is: [Cl:4][C:5]1[C:6]([CH:12]([S:21]([C:24]2[CH:29]=[CH:28][C:27]([Cl:30])=[CH:26][CH:25]=2)(=[O:23])=[O:22])[C:13]2[CH:18]=[C:17]([F:19])[CH:16]=[CH:15][C:14]=2[F:20])=[CH:7][C:8]([N:11]([S:39]([C:38]([F:51])([F:50])[F:37])(=[O:41])=[O:40])[S:39]([C:38]([F:51])([F:50])[F:37])(=[O:41])=[O:40])=[N:9][CH:10]=1. Given the reactants C(Cl)Cl.[Cl:4][C:5]1[C:6]([CH:12]([S:21]([C:24]2[CH:29]=[CH:28][C:27]([Cl:30])=[CH:26][CH:25]=2)(=[O:23])=[O:22])[C:13]2[CH:18]=[C:17]([F:19])[CH:16]=[CH:15][C:14]=2[F:20])=[CH:7][C:8]([NH2:11])=[N:9][CH:10]=1.N1C=CC=CC=1.[F:37][C:38]([F:51])([F:50])[S:39](O[S:39]([C:38]([F:51])([F:50])[F:37])(=[O:41])=[O:40])(=[O:41])=[O:40], predict the reaction product. (3) Given the reactants [C:1]([O:5][C:6]([NH:8][C@@H:9]([CH3:20])[CH2:10][O:11][C:12]1[CH:16]=[C:15]([C:17]([OH:19])=O)[O:14][N:13]=1)=[O:7])([CH3:4])([CH3:3])[CH3:2].Cl.[NH2:22][C:23]1[CH:28]=[CH:27][C:26]([OH:29])=[CH:25][C:24]=1[OH:30], predict the reaction product. The product is: [OH:30][C:24]1[CH:25]=[C:26]([OH:29])[CH:27]=[CH:28][C:23]=1[NH:22][C:17]([C:15]1[O:14][N:13]=[C:12]([O:11][CH2:10][C@@H:9]([NH:8][C:6](=[O:7])[O:5][C:1]([CH3:2])([CH3:3])[CH3:4])[CH3:20])[CH:16]=1)=[O:19]. (4) Given the reactants [CH2:1]([O:3][C:4](=[O:21])[C:5]([NH:7][C:8]1[CH:13]=[CH:12][C:11]([Cl:14])=[CH:10][C:9]=1[C:15](=O)[C:16]([F:19])([F:18])[F:17])=O)[CH3:2], predict the reaction product. The product is: [CH2:1]([O:3][C:4]([C:5]1[NH:7][C:8]2[C:9]([C:15]=1[C:16]([F:19])([F:18])[F:17])=[CH:10][C:11]([Cl:14])=[CH:12][CH:13]=2)=[O:21])[CH3:2]. (5) The product is: [CH3:1][O:2][C:3]1[CH:8]=[CH:7][CH:6]=[CH:5][C:4]=1[C:13]1[C:22]2[C:17](=[CH:18][C:19]([S:23]([NH:26][C:27]3[S:28][CH:29]=[CH:30][N:31]=3)(=[O:25])=[O:24])=[CH:20][CH:21]=2)[CH:16]=[N:15][CH:14]=1. Given the reactants [CH3:1][O:2][C:3]1[CH:8]=[CH:7][CH:6]=[CH:5][C:4]=1B(O)O.Br[C:13]1[C:22]2[C:17](=[CH:18][C:19]([S:23]([N:26](CC3C=CC(OC)=CC=3)[C:27]3[S:28][CH:29]=[CH:30][N:31]=3)(=[O:25])=[O:24])=[CH:20][CH:21]=2)[CH:16]=[N:15][CH:14]=1.[O-]P([O-])([O-])=O.[K+].[K+].[K+].O1CCOCC1, predict the reaction product. (6) The product is: [CH3:1][O:2][C:3]([C:5]1[CH:15]=[C:14]([B:17]2[O:22][CH2:21][C:20]([CH3:24])([CH3:23])[CH2:19][O:18]2)[C:8]2[O:9][C:10]([F:13])([F:12])[O:11][C:7]=2[CH:6]=1)=[O:4]. Given the reactants [CH3:1][O:2][C:3]([C:5]1[CH:15]=[C:14](I)[C:8]2[O:9][C:10]([F:13])([F:12])[O:11][C:7]=2[CH:6]=1)=[O:4].[B:17]1([B:17]2[O:22][CH2:21][C:20]([CH3:24])([CH3:23])[CH2:19][O:18]2)[O:22][CH2:21][C:20]([CH3:24])([CH3:23])[CH2:19][O:18]1.C([O-])([O-])=O.[K+].[K+].CS(C)=O, predict the reaction product.